From a dataset of Reaction yield outcomes from USPTO patents with 853,638 reactions. Predict the reaction yield, written as a fraction of the theoretical maximum amount of product (1.0 means a 100% yield; for example, 0.34 means a 34% yield). The reactants are Cl.Cl[CH2:3][CH2:4][N:5]([CH3:9])[CH2:6][CH2:7]Cl.[Cl:10][C:11]1[CH:12]=[C:13]([CH:17]=[CH:18][CH:19]=1)[CH2:14][C:15]#[N:16].[OH-].[Na+]. The catalyst is [Br-].C([P+](CCCC)(CCCC)CCCC)CCCCCCCCCCCCCCC.O. The product is [Cl:10][C:11]1[CH:12]=[C:13]([C:14]2([C:15]#[N:16])[CH2:7][CH2:6][N:5]([CH3:9])[CH2:4][CH2:3]2)[CH:17]=[CH:18][CH:19]=1. The yield is 0.880.